This data is from Full USPTO retrosynthesis dataset with 1.9M reactions from patents (1976-2016). The task is: Predict the reactants needed to synthesize the given product. (1) Given the product [F:1][C:2]1[CH:3]=[C:4]([C@H:13]2[CH2:17][CH2:16][CH2:15][N:14]2[C:18]2[CH:23]=[CH:22][N:21]3[N:24]=[CH:25][C:26]([C:27]([OH:29])=[O:28])=[C:20]3[N:19]=2)[CH:5]=[C:6]([O:8][CH2:9][CH2:10][O:11][CH3:12])[CH:7]=1, predict the reactants needed to synthesize it. The reactants are: [F:1][C:2]1[CH:3]=[C:4]([C@H:13]2[CH2:17][CH2:16][CH2:15][N:14]2[C:18]2[CH:23]=[CH:22][N:21]3[N:24]=[CH:25][C:26]([C:27]([O:29]CC)=[O:28])=[C:20]3[N:19]=2)[CH:5]=[C:6]([O:8][CH2:9][CH2:10][O:11][CH3:12])[CH:7]=1. (2) Given the product [CH:1]([N:4]1[C:8]([C:9]2[N:18]=[C:17]3[C:16]4[CH:19]=[N:20][C:21]([NH:32][CH3:31])=[CH:22][C:15]=4[O:14][CH2:13][CH2:12][N:11]3[CH:10]=2)=[N:7][CH:6]=[N:5]1)([CH3:3])[CH3:2], predict the reactants needed to synthesize it. The reactants are: [CH:1]([N:4]1[C:8]([C:9]2[N:18]=[C:17]3[N:11]([CH2:12][CH2:13][O:14][C:15]4[CH:22]=[C:21](OS(C(F)(F)F)(=O)=O)[N:20]=[CH:19][C:16]=43)[CH:10]=2)=[N:7][CH:6]=[N:5]1)([CH3:3])[CH3:2].[CH3:31][NH2:32].C1COCC1. (3) The reactants are: [C@@H:1]12[CH2:6][C@@H:5]1[CH2:4][NH:3][C@@H:2]2[CH2:7][NH:8][C:9](=[O:14])[C:10]([F:13])([F:12])[F:11].[Cl:15][C:16]1[CH:17]=[C:18]([C:22]2[S:26][C:25]([CH3:27])=[N:24][C:23]=2[C:28](O)=[O:29])[CH:19]=[CH:20][CH:21]=1. Given the product [Cl:15][C:16]1[CH:17]=[C:18]([C:22]2[S:26][C:25]([CH3:27])=[N:24][C:23]=2[C:28]([N:3]2[CH2:4][C@@H:5]3[C@@H:1]([CH2:6]3)[C@H:2]2[CH2:7][NH:8][C:9](=[O:14])[C:10]([F:12])([F:11])[F:13])=[O:29])[CH:19]=[CH:20][CH:21]=1, predict the reactants needed to synthesize it. (4) Given the product [CH2:9]([O:8][C:7]1[C:6](=[O:11])[C:5](=[O:12])[C:4]=1[NH:20][CH2:21][CH2:22][CH:23]1[O:28][CH2:27][CH2:26][N:25]([C:29]([O:31][CH2:32][C:33]2[CH:38]=[C:37]([Cl:39])[CH:36]=[C:35]([Cl:40])[CH:34]=2)=[O:30])[CH2:24]1)[CH3:10], predict the reactants needed to synthesize it. The reactants are: C(O[C:4]1[C:5](=[O:12])[C:6](=[O:11])[C:7]=1[O:8][CH2:9][CH3:10])C.C(N(CC)CC)C.[NH2:20][CH2:21][CH2:22][CH:23]1[O:28][CH2:27][CH2:26][N:25]([C:29]([O:31][CH2:32][C:33]2[CH:38]=[C:37]([Cl:39])[CH:36]=[C:35]([Cl:40])[CH:34]=2)=[O:30])[CH2:24]1.